From a dataset of Reaction yield outcomes from USPTO patents with 853,638 reactions. Predict the reaction yield, written as a fraction of the theoretical maximum amount of product (1.0 means a 100% yield; for example, 0.34 means a 34% yield). (1) The reactants are [Cl:1][C:2]1[CH:3]=[C:4]([C@H:9]([O:23][CH2:24][C:25]#[N:26])[C@@H:10]2[CH2:15][CH2:14][CH2:13][N:12]([C:16]([O:18][C:19]([CH3:22])([CH3:21])[CH3:20])=[O:17])[CH2:11]2)[CH:5]=[C:6]([F:8])[CH:7]=1.S(C)C.CO. The catalyst is C1COCC1. The product is [NH2:26][CH2:25][CH2:24][O:23][C@@H:9]([C:4]1[CH:5]=[C:6]([F:8])[CH:7]=[C:2]([Cl:1])[CH:3]=1)[C@@H:10]1[CH2:15][CH2:14][CH2:13][N:12]([C:16]([O:18][C:19]([CH3:22])([CH3:21])[CH3:20])=[O:17])[CH2:11]1. The yield is 0.280. (2) The reactants are Cl[C:2]1[C:7]([F:8])=[C:6](Cl)[N:5]=[C:4]([CH3:10])[N:3]=1.[NH:11]1[CH2:15][CH2:14][CH2:13][CH2:12]1.CCN(C(C)C)C(C)C.[NH2:25][NH2:26]. The catalyst is CS(C)=O. The product is [F:8][C:7]1[C:2]([NH:25][NH2:26])=[N:3][C:4]([CH3:10])=[N:5][C:6]=1[N:11]1[CH2:15][CH2:14][CH2:13][CH2:12]1. The yield is 0.590. (3) The reactants are [C:1]([O:5][C:6]([N:8]1[CH2:13][CH2:12][CH:11]([N:14]2[CH2:18][CH2:17][C@@H:16]([CH2:19][C:20]3[C:25]([Cl:26])=[CH:24][C:23]([C:27]4[CH:32]=[CH:31][C:30]([C:33]([O:35]C)=[O:34])=[CH:29][CH:28]=4)=[CH:22][C:21]=3[Cl:37])[C:15]2=[O:38])[CH2:10][CH2:9]1)=[O:7])([CH3:4])([CH3:3])[CH3:2].[Li+].[OH-]. The catalyst is C1COCC1. The product is [C:1]([O:5][C:6]([N:8]1[CH2:13][CH2:12][CH:11]([N:14]2[CH2:18][CH2:17][C@@H:16]([CH2:19][C:20]3[C:21]([Cl:37])=[CH:22][C:23]([C:27]4[CH:28]=[CH:29][C:30]([C:33]([OH:35])=[O:34])=[CH:31][CH:32]=4)=[CH:24][C:25]=3[Cl:26])[C:15]2=[O:38])[CH2:10][CH2:9]1)=[O:7])([CH3:4])([CH3:2])[CH3:3]. The yield is 0.960. (4) The reactants are [F:1][C:2]1[CH:7]=[CH:6][CH:5]=[CH:4][C:3]=1[CH2:8][C:9]([O:11][C@H:12]([C:14]1[CH:19]=[CH:18][CH:17]=[CH:16][CH:15]=1)[CH3:13])=[O:10].[CH2:20]1[CH2:30][CH2:29][N:28]2C(=NC[CH2:26][CH2:27]2)CC1.C(Br)(Br)(Br)Br.N1CCCCC1. The catalyst is C1COCC1.C(OCC)C.C1(C)C=CC=CC=1. The product is [F:1][C:2]1[CH:7]=[CH:6][CH:5]=[CH:4][C:3]=1[C@@H:8]([N:28]1[CH2:27][CH2:26][CH2:20][CH2:30][CH2:29]1)[C:9]([O:11][C@H:12]([C:14]1[CH:15]=[CH:16][CH:17]=[CH:18][CH:19]=1)[CH3:13])=[O:10]. The yield is 0.110. (5) The reactants are [OH:1][C:2]1[CH:3]=[C:4]2[C:9](=[CH:10][CH:11]=1)[NH:8][C:7](=[O:12])[CH2:6][CH2:5]2.C(=O)([O-])[O-].[K+].[K+].Br[CH2:20][C:21]([O:23][CH2:24][CH3:25])=[O:22]. The catalyst is CN(C=O)C. The product is [O:12]=[C:7]1[CH2:6][CH2:5][C:4]2[C:9](=[CH:10][CH:11]=[C:2]([O:1][CH2:20][C:21]([O:23][CH2:24][CH3:25])=[O:22])[CH:3]=2)[NH:8]1. The yield is 0.730.